This data is from Full USPTO retrosynthesis dataset with 1.9M reactions from patents (1976-2016). The task is: Predict the reactants needed to synthesize the given product. Given the product [Cl:1][C:2]1[CH:7]=[C:6](/[CH:8]=[CH:9]/[CH:10]([C:15]2[CH:20]=[C:19]([Cl:21])[C:18]([Cl:22])=[C:17]([Cl:23])[CH:16]=2)[C:11]([F:14])([F:13])[F:12])[CH:5]=[CH:4][C:3]=1[CH2:24][NH:25][C:27](=[O:32])[C:28]([O:30][CH3:31])=[O:29], predict the reactants needed to synthesize it. The reactants are: [Cl:1][C:2]1[CH:7]=[C:6](/[CH:8]=[CH:9]/[CH:10]([C:15]2[CH:20]=[C:19]([Cl:21])[C:18]([Cl:22])=[C:17]([Cl:23])[CH:16]=2)[C:11]([F:14])([F:13])[F:12])[CH:5]=[CH:4][C:3]=1[CH2:24][NH2:25].Cl[C:27](=[O:32])[C:28]([O:30][CH3:31])=[O:29].